Dataset: NCI-60 drug combinations with 297,098 pairs across 59 cell lines. Task: Regression. Given two drug SMILES strings and cell line genomic features, predict the synergy score measuring deviation from expected non-interaction effect. (1) Drug 1: CC(C1=C(C=CC(=C1Cl)F)Cl)OC2=C(N=CC(=C2)C3=CN(N=C3)C4CCNCC4)N. Drug 2: CC1=C(C=C(C=C1)NC2=NC=CC(=N2)N(C)C3=CC4=NN(C(=C4C=C3)C)C)S(=O)(=O)N.Cl. Cell line: CCRF-CEM. Synergy scores: CSS=51.1, Synergy_ZIP=1.57, Synergy_Bliss=3.95, Synergy_Loewe=-12.6, Synergy_HSA=2.70. (2) Drug 1: CC(C)(C#N)C1=CC(=CC(=C1)CN2C=NC=N2)C(C)(C)C#N. Drug 2: C1CC(=O)NC(=O)C1N2C(=O)C3=CC=CC=C3C2=O. Cell line: SK-OV-3. Synergy scores: CSS=-3.03, Synergy_ZIP=0.367, Synergy_Bliss=-2.25, Synergy_Loewe=-3.46, Synergy_HSA=-4.13. (3) Drug 1: CC1OCC2C(O1)C(C(C(O2)OC3C4COC(=O)C4C(C5=CC6=C(C=C35)OCO6)C7=CC(=C(C(=C7)OC)O)OC)O)O. Drug 2: CCCCC(=O)OCC(=O)C1(CC(C2=C(C1)C(=C3C(=C2O)C(=O)C4=C(C3=O)C=CC=C4OC)O)OC5CC(C(C(O5)C)O)NC(=O)C(F)(F)F)O. Cell line: SR. Synergy scores: CSS=43.2, Synergy_ZIP=-3.34, Synergy_Bliss=-5.82, Synergy_Loewe=-9.24, Synergy_HSA=-4.30. (4) Drug 1: CC1=C2C(C(=O)C3(C(CC4C(C3C(C(C2(C)C)(CC1OC(=O)C(C(C5=CC=CC=C5)NC(=O)OC(C)(C)C)O)O)OC(=O)C6=CC=CC=C6)(CO4)OC(=O)C)OC)C)OC. Drug 2: CN(C(=O)NC(C=O)C(C(C(CO)O)O)O)N=O. Cell line: RPMI-8226. Synergy scores: CSS=68.7, Synergy_ZIP=0.668, Synergy_Bliss=0.613, Synergy_Loewe=-21.1, Synergy_HSA=1.61. (5) Drug 1: CC1=C2C(C(=O)C3(C(CC4C(C3C(C(C2(C)C)(CC1OC(=O)C(C(C5=CC=CC=C5)NC(=O)C6=CC=CC=C6)O)O)OC(=O)C7=CC=CC=C7)(CO4)OC(=O)C)O)C)OC(=O)C. Drug 2: C(=O)(N)NO. Cell line: MOLT-4. Synergy scores: CSS=45.8, Synergy_ZIP=-1.09, Synergy_Bliss=1.43, Synergy_Loewe=0.750, Synergy_HSA=0.725. (6) Drug 1: C1=NC2=C(N1)C(=S)N=C(N2)N. Drug 2: CC1CCCC2(C(O2)CC(NC(=O)CC(C(C(=O)C(C1O)C)(C)C)O)C(=CC3=CSC(=N3)C)C)C. Cell line: MALME-3M. Synergy scores: CSS=9.28, Synergy_ZIP=-2.99, Synergy_Bliss=2.15, Synergy_Loewe=-3.34, Synergy_HSA=-0.511. (7) Drug 1: C1CN1C2=NC(=NC(=N2)N3CC3)N4CC4. Drug 2: C1=C(C(=O)NC(=O)N1)F. Cell line: HT29. Synergy scores: CSS=49.8, Synergy_ZIP=-6.64, Synergy_Bliss=-3.57, Synergy_Loewe=0.154, Synergy_HSA=2.36.